This data is from Experimentally validated miRNA-target interactions with 360,000+ pairs, plus equal number of negative samples. The task is: Binary Classification. Given a miRNA mature sequence and a target amino acid sequence, predict their likelihood of interaction. (1) The miRNA is hsa-miR-6506-5p with sequence ACUGGGAUGUCACUGAAUAUGGU. The protein sequence of the target gene is MKTLQSTLLLLLLVPLIKPAPPTQQDSRIIYDYGTDNFEESIFSQDYEDKYLDGKNIKEKETVIIPNEKSLQLQKDEAITPLPPKKENDEMPTCLLCVCLSGSVYCEEVDIDAVPPLPKESAYLYARFNKIKKLTAKDFADIPNLRRLDFTGNLIEDIEDGTFSKLSLLEELSLAENQLLKLPVLPPKLTLFNAKYNKIKSRGIKANAFKKLNNLTFLYLDHNALESVPLNLPESLRVIHLQFNNIASITDDTFCKANDTSYIRDRIEEIRLEGNPIVLGKHPNSFICLKRLPIGSYF. Result: 0 (no interaction). (2) The miRNA is hsa-miR-615-3p with sequence UCCGAGCCUGGGUCUCCCUCUU. The protein sequence of the target gene is MEYERRGGRGDRTGRYGATDRSQDDGGENRSRDHDYRDMDYRSYPREYGSQEGKHDYDDSSEEQSAEDSYEASPGSETQRRRRRRHRHSPTGPPGFPRDGDYRDQDYRTEQGEEEEEEEDEEEEEKASNIVMLRMLPQAATEDDIRGQLQSHGVQAREVRLMRNKSSGQSRGFAFVEFSHLQDATRWMEANQHSLNILGQKVSMHYSDPKPKINEDWLCNKCGVQNFKRREKCFKCGVPKSEAEQKLPLGTRLDQQTLPLGGRELSQGLLPLPQPYQAQGVLASQALSQGSEPSSENAND.... Result: 1 (interaction). (3) The miRNA is hsa-miR-522-5p with sequence CUCUAGAGGGAAGCGCUUUCUG. The protein sequence of the target gene is MPLVTRNIEPRHLCRQTLPSDTSELECRTNITLANVIRQLGSLSKYAEDIFGEICTQASAFASRVNSLAERVDRVQVKVTQLDPKEEEVSLQGINTRKAFRSSTTQDQKLFDRNSLPVPVLETYNSCDAPPPLNNLSPYRDDGKEALKFYTNPSYFFDLWKEKMLQDTKDIMKEKRKHRKEKKDNPNRGNVNPRKIKTRKEEWEKMKMGQEFVESKERLGPSGYSSTLVYQNGSIGSVENVDAASYPPPPQSDSASSPSPSFSEDNLPPPPAEFSYPADNQRGSVLAGPKRTSMVSPSHP.... Result: 0 (no interaction). (4) The miRNA is hsa-miR-7974 with sequence AGGCUGUGAUGCUCUCCUGAGCCC. The protein sequence of the target gene is MVLASSTTSIHTMLLLLLMLFHLGLQASISGRDTHRLTRTLNCSSIVKEIIGKLPEPELKTDDEGPSLRNKSFRRVNLSKFVESQGEVDPEDRYVIKSNLQKLNCCLPTSANDSALPGVFIRDLDDFRKKLRFYMVHLNDLETVLTSRPPQPASGSVSPNRGTVEC. Result: 0 (no interaction). (5) The miRNA is hsa-miR-1304-3p with sequence UCUCACUGUAGCCUCGAACCCC. The protein sequence of the target gene is MSRRNCWICKMCRDESKRPPSNLTLEEVLQWAQSFENLMATKYGPVVYAAYLKMEHSDENIQFWMACETYKKIASRWSRISRAKKLYKIYIQPQSPREINIDSSTRETIIRNIQEPTETCFEEAQKIVYMHMERDSYPRFLKSEMYQKLLKTMQSNNSF. Result: 0 (no interaction). (6) The miRNA is hsa-miR-6069 with sequence GGGCUAGGGCCUGCUGCCCCC. The protein sequence of the target gene is MEPQLGPEAAALRPGWLALLLWVSALSCSFSLPASSLSSLVPQVRTSYNFGRTFLGLDKCNACIGTSICKKFFKEEIRSDNWLASHLGLPPDSLLSYPANYSDDSKIWRPVEIFRLVSKYQNEISDRRICASASAPKTCSIERVLRKTERFQKWLQAKRLTPDLVQGLASPLLRCPSQRLLDRVVRRYAEVADAGSIFMDHFTDRDKLRLLYTLAVNSHPILLQIFPGAEGWPLPKYLGSCGRFLVSTSTRPLQEFYDAPPDQAADLAYQLLGVLESLRSNDLNYFFYFTHIDAGMFGVF.... Result: 0 (no interaction). (7) Result: 0 (no interaction). The protein sequence of the target gene is MATTVSTQRGPVYIGELPQDFLRITPTQQQQQIQLDAQAAQQLQYGGTVGTVGRLSITVVQAKLAKNYGMTRMDPYCRLRLGYAVYETPTAHNGAKNPRWNKVIQCTVPPGVDSFYLEIFDERAFSMDDRIAWTHITIPESLKQGQVEDEWYSLSGRQGDDKEGMINLVMSYTSLPAAMMMPPQPVVLMPTVYQQGVGYVPIAGMPAVCSPGMVPMAMPPPAVAPQPRCNEEDLKAIQDMFPNMDREVIRSVLEAQRGNKDAAINSLLQMGEES. The miRNA is hsa-miR-6852-5p with sequence CCCUGGGGUUCUGAGGACAUG. (8) The miRNA is hsa-miR-1245b-5p with sequence UAGGCCUUUAGAUCACUUAAA. The protein sequence of the target gene is MTRILTACKVVKTLKSGFGFANVTTKRQWDFSRPGIRLLSVKAKTAHIVLEDGTKMKGYSFGHPSSVAGEVVFNTGLGGYPEALTDPAYKGQILTMANPIIGNGGAPDTTARDELGLNKYMESDGIKVAGLLVLNYSNDYNHWLATKSLGQWLQEEKVPAIYGVDTRMLTKIIRDKGTMLGKIEFEGQSVDFVDPNKQNLIAEVSTKDVKVFGKGNPTKVVAVDCGIKNNVIRLLVKRGAEVHLVPWNHDFTQMEYDGLLIAGGPGNPALAQPLIQNVKKILESDRKEPLFGISTGNIIT.... Result: 0 (no interaction). (9) The miRNA is hsa-miR-371b-5p with sequence ACUCAAAAGAUGGCGGCACUUU. The protein sequence of the target gene is MRPLPSGRRKTRGISLGLFALCLAAARCLQSQGVSLYIPQATINATVKEDILLSVEYSCHGVPTIEWTYSSNWGTQKIVEWKPGTQANISQSHKDRVCTFDNGSIQLFSVGVRDSGYYVITVTERLGSSQFGTIVLHVSEILYEDLHFVAVILAFLAAVAAVLISLMWVCNKCAYKFQRKRRHKLKESTTEEIELEDVEC. Result: 0 (no interaction). (10) The miRNA is hsa-miR-200b-5p with sequence CAUCUUACUGGGCAGCAUUGGA. The protein sequence of the target gene is MNLTEDCMVFEDVAIYFSQEEWGILNDAQRHLHSNVMLENFALLSSVGCWHGAKDEEVPSKQCVSVRVLQVTIPKPALSTLKAQPCKMCSSILKDILHLAEHDGTHPEQGLYTCAAEHDLHQKEQIREKLTRSDEWRPSFVNHSAHVGERNFTCTQGGKDFTASSDLLQQQVLNSGWKLYRDTQDGEAFQGEQNDFNSSQGGKDFCHQHGLFEHQKTHNGERPYEFSECGELFRYNSNLIKYQQNHAGERPYEGTEYGKTFIRKSNLVQHQKIHSEGFLSKRSDPIEHQEILSRPTPYEC.... Result: 0 (no interaction).